From a dataset of Reaction yield outcomes from USPTO patents with 853,638 reactions. Predict the reaction yield, written as a fraction of the theoretical maximum amount of product (1.0 means a 100% yield; for example, 0.34 means a 34% yield). (1) The reactants are [CH3:1][O:2][C:3]1[S:4][CH:5]=[CH:6][CH:7]=1.[Li]CCCC.[C:13](=[O:15])=[O:14]. The catalyst is O1CCCC1. The product is [CH3:1][O:2][C:3]1[S:4][C:5]([C:13]([OH:15])=[O:14])=[CH:6][CH:7]=1. The yield is 0.910. (2) The reactants are Br[C:2]1[CH:3]=[C:4]([F:10])[C:5]([Cl:9])=[C:6]([Cl:8])[CH:7]=1.[B:11]1([B:11]2[O:15][C:14]([CH3:17])([CH3:16])[C:13]([CH3:19])([CH3:18])[O:12]2)[O:15][C:14]([CH3:17])([CH3:16])[C:13]([CH3:19])([CH3:18])[O:12]1.CC([O-])=O.[K+]. The catalyst is O1CCOCC1.C1C=CC(P(C2C=CC=CC=2)[C-]2C=CC=C2)=CC=1.C1C=CC(P(C2C=CC=CC=2)[C-]2C=CC=C2)=CC=1.Cl[Pd]Cl.[Fe+2]. The product is [Cl:8][C:6]1[CH:7]=[C:2]([B:11]2[O:15][C:14]([CH3:17])([CH3:16])[C:13]([CH3:19])([CH3:18])[O:12]2)[CH:3]=[C:4]([F:10])[C:5]=1[Cl:9]. The yield is 0.833. (3) The reactants are [N:1]1([C:7]2[CH:12]=[CH:11][C:10]([NH:13][C:14]([C:16]3[N:21]=[C:20]([CH2:22][N:23]4[CH2:29][CH2:28][CH2:27][N:26](C(OC(C)(C)C)=O)[CH2:25][CH2:24]4)[CH:19]=[CH:18][CH:17]=3)=[O:15])=[C:9]([C:37]3[CH:42]=[C:41]([C:43](=[O:56])[NH:44][CH2:45][C:46]4[CH:51]=[CH:50][CH:49]=[C:48]([C:52]([F:55])([F:54])[F:53])[CH:47]=4)[CH:40]=[CH:39][N:38]=3)[CH:8]=2)[CH2:6][CH2:5][CH2:4][CH2:3][CH2:2]1.FC(F)(F)C(O)=O.C(=O)(O)[O-].[Na+]. The catalyst is ClCCl. The product is [N:23]1([CH2:22][C:20]2[N:21]=[C:16]([C:14]([NH:13][C:10]3[CH:11]=[CH:12][C:7]([N:1]4[CH2:2][CH2:3][CH2:4][CH2:5][CH2:6]4)=[CH:8][C:9]=3[C:37]3[CH:42]=[C:41]([C:43](=[O:56])[NH:44][CH2:45][C:46]4[CH:51]=[CH:50][CH:49]=[C:48]([C:52]([F:53])([F:55])[F:54])[CH:47]=4)[CH:40]=[CH:39][N:38]=3)=[O:15])[CH:17]=[CH:18][CH:19]=2)[CH2:29][CH2:28][CH2:27][NH:26][CH2:25][CH2:24]1. The yield is 0.970. (4) The reactants are [CH3:1][C:2]1[CH:15]=[C:14]([N+:16]([O-])=O)[CH:13]=[CH:12][C:3]=1[O:4][CH2:5][CH2:6][N:7]1[CH2:11][CH2:10][CH2:9][CH2:8]1. The catalyst is CO.[Pd]. The product is [CH3:1][C:2]1[CH:15]=[C:14]([CH:13]=[CH:12][C:3]=1[O:4][CH2:5][CH2:6][N:7]1[CH2:11][CH2:10][CH2:9][CH2:8]1)[NH2:16]. The yield is 0.810. (5) The reactants are [O:1]=[C:2]1[C:10]2([CH2:14][O:13][C:12]3[CH:15]=[C:16]4[C:20](=[CH:21][C:11]2=3)[CH2:19][CH2:18][O:17]4)[C:9]2[C:4](=[CH:5][CH:6]=[CH:7][CH:8]=2)[N:3]1[CH2:22][C@@H:23]1[CH2:27][CH2:26][CH2:25][N:24]1C(OC(C)(C)C)=O.FC(F)(F)C(O)=O.[OH-].[Na+]. The catalyst is ClCCl. The product is [NH:24]1[CH2:25][CH2:26][CH2:27][C@H:23]1[CH2:22][N:3]1[C:4]2[C:9](=[CH:8][CH:7]=[CH:6][CH:5]=2)[C:10]2([CH2:14][O:13][C:12]3[CH:15]=[C:16]4[C:20](=[CH:21][C:11]2=3)[CH2:19][CH2:18][O:17]4)[C:2]1=[O:1]. The yield is 0.890. (6) The reactants are [N:1]1([C:7]([O:9][CH2:10][C:11]2[CH:16]=[CH:15][CH:14]=[CH:13][CH:12]=2)=[O:8])[CH2:6][CH2:5][NH:4][CH2:3][CH2:2]1.C([O-])([O-])=O.[K+].[K+].Br[CH2:24][CH2:25][Cl:26]. The catalyst is C(#N)C. The product is [Cl:26][CH2:25][CH2:24][N:4]1[CH2:5][CH2:6][N:1]([C:7]([O:9][CH2:10][C:11]2[CH:16]=[CH:15][CH:14]=[CH:13][CH:12]=2)=[O:8])[CH2:2][CH2:3]1. The yield is 0.500. (7) The reactants are [Cl:1][C:2]1[CH:3]=[CH:4][C:5]([C:24]([NH2:26])=O)=[C:6]2[C:10]=1[N:9]=[C:8]1[N:11]([C:15]3[C:20]([CH3:21])=[CH:19][C:18]([Cl:22])=[CH:17][C:16]=3[Cl:23])[CH2:12][CH2:13][CH2:14][N:7]21.S(Cl)(Cl)=O.C(=O)([O-])O.[Na+]. The catalyst is CN(C)C=O. The product is [Cl:1][C:2]1[CH:3]=[CH:4][C:5]([C:24]#[N:26])=[C:6]2[C:10]=1[N:9]=[C:8]1[N:11]([C:15]3[C:20]([CH3:21])=[CH:19][C:18]([Cl:22])=[CH:17][C:16]=3[Cl:23])[CH2:12][CH2:13][CH2:14][N:7]21. The yield is 0.670. (8) The reactants are [CH2:1]([C:5]1[N:10]=[C:9]([CH3:11])[N:8]([C:12]2[CH:13]=[C:14]3[C:18](=[CH:19][CH:20]=2)[CH:17]([OH:21])[CH2:16][CH2:15]3)[C:7](=[O:22])[C:6]=1[CH2:23][C:24]1[CH:29]=[CH:28][C:27]([C:30]2[CH:35]=[CH:34][CH:33]=[CH:32][C:31]=2[C:36]2[NH:40][C:39](=[O:41])[O:38][N:37]=2)=[CH:26][CH:25]=1)[CH2:2][CH2:3][CH3:4].CC(OI1(OC(C)=O)(OC(C)=O)OC(=O)C2C1=CC=CC=2)=O.C(OCC)(=O)C.S([O-])([O-])(=O)=S.[Na+].[Na+]. The catalyst is C(#N)C.O. The product is [CH2:1]([C:5]1[N:10]=[C:9]([CH3:11])[N:8]([C:12]2[CH:13]=[C:14]3[C:18](=[CH:19][CH:20]=2)[C:17](=[O:21])[CH2:16][CH2:15]3)[C:7](=[O:22])[C:6]=1[CH2:23][C:24]1[CH:29]=[CH:28][C:27]([C:30]2[CH:35]=[CH:34][CH:33]=[CH:32][C:31]=2[C:36]2[NH:40][C:39](=[O:41])[O:38][N:37]=2)=[CH:26][CH:25]=1)[CH2:2][CH2:3][CH3:4]. The yield is 0.490. (9) The reactants are [OH:1][C:2]1[CH:3]=[C:4]([CH:7]=[CH:8][CH:9]=1)[CH:5]=[O:6].C1(C)C=CC(S(O)(=O)=O)=CC=1.[CH2:21](O)[CH2:22][OH:23].C(OC(OCC)OCC)C. No catalyst specified. The product is [O:6]1[CH2:21][CH2:22][O:23][CH:5]1[C:4]1[CH:3]=[C:2]([OH:1])[CH:9]=[CH:8][CH:7]=1. The yield is 0.618.